Predict the product of the given reaction. From a dataset of Forward reaction prediction with 1.9M reactions from USPTO patents (1976-2016). (1) Given the reactants [NH2:1][C:2]1[N:9]=[CH:8][C:7]([C:10]2[CH:15]=[CH:14][C:13]([NH2:16])=[CH:12][CH:11]=2)=[CH:6][C:3]=1[C:4]#[N:5].C1([O:23][C:24](=O)[NH:25][C:26]2[CH:30]=[C:29]([C:31]([CH3:34])([CH3:33])[CH3:32])[O:28][N:27]=2)C=CC=CC=1, predict the reaction product. The product is: [NH2:1][C:2]1[N:9]=[CH:8][C:7]([C:10]2[CH:15]=[CH:14][C:13]([NH:16][C:24]([NH:25][C:26]3[CH:30]=[C:29]([C:31]([CH3:34])([CH3:33])[CH3:32])[O:28][N:27]=3)=[O:23])=[CH:12][CH:11]=2)=[CH:6][C:3]=1[C:4]#[N:5]. (2) Given the reactants [Li+].[CH3:2][Si:3]([N-][Si:3]([CH3:5])([CH3:4])[CH3:2])([CH3:5])[CH3:4].[F:11][C:12]1[CH:13]=[CH:14][C:15]([CH3:20])=[C:16]([CH:19]=1)[CH:17]=O.C[Si](Cl)(C)C.[CH2:26]([N:28](CC)CC)[CH3:27].C(Cl)(=[O:35])C, predict the reaction product. The product is: [F:11][C:12]1[CH:13]=[CH:14][C:15]([CH3:20])=[C:16]([CH:17]=[N:28][C:26]([O:35][Si:3]([CH3:5])([CH3:4])[CH3:2])=[CH2:27])[CH:19]=1. (3) Given the reactants Cl.C[N:3](C)CCCN=C=NCC.O.OC1C2N=NNC=2C=CC=1.[NH2:24][C:25]1[C:33]2[C:32]([C:34]3[CH:39]=[CH:38][CH:37]=[C:36]([CH3:40])[N:35]=3)=[N:31][C:30]([S:41][CH3:42])=[N:29][C:28]=2[S:27][C:26]=1[C:43]([OH:45])=O.N, predict the reaction product. The product is: [NH2:24][C:25]1[C:33]2[C:32]([C:34]3[CH:39]=[CH:38][CH:37]=[C:36]([CH3:40])[N:35]=3)=[N:31][C:30]([S:41][CH3:42])=[N:29][C:28]=2[S:27][C:26]=1[C:43]([NH2:3])=[O:45]. (4) Given the reactants Cl.[F:2][C:3]([F:14])([F:13])[O:4][C:5]1[CH:10]=[CH:9][C:8]([NH:11][NH2:12])=[CH:7][CH:6]=1.Cl[CH2:16][CH2:17][C:18](Cl)=[O:19].CCN(C(C)C)C(C)C, predict the reaction product. The product is: [F:2][C:3]([F:13])([F:14])[O:4][C:5]1[CH:6]=[CH:7][C:8]([N:11]2[CH2:16][CH2:17][C:18](=[O:19])[NH:12]2)=[CH:9][CH:10]=1.